This data is from Full USPTO retrosynthesis dataset with 1.9M reactions from patents (1976-2016). The task is: Predict the reactants needed to synthesize the given product. (1) The reactants are: [CH3:1][C:2]1[N:7]=[C:6]([NH2:8])[CH:5]=[CH:4][CH:3]=1.Br[CH2:10][C:11](=O)[C:12]([O:14][CH2:15][CH3:16])=[O:13]. Given the product [CH3:1][C:2]1[N:7]2[CH:10]=[C:11]([C:12]([O:14][CH2:15][CH3:16])=[O:13])[N:8]=[C:6]2[CH:5]=[CH:4][CH:3]=1, predict the reactants needed to synthesize it. (2) Given the product [NH2:19][CH2:18][C:11]1[C:12](=[O:17])[NH:13][C:14]([CH3:16])=[CH:15][C:10]=1[CH2:9][O:8][Si:1]([C:4]([CH3:6])([CH3:5])[CH3:7])([CH3:2])[CH3:3], predict the reactants needed to synthesize it. The reactants are: [Si:1]([O:8][CH2:9][C:10]1[CH:15]=[C:14]([CH3:16])[NH:13][C:12](=[O:17])[C:11]=1[C:18]#[N:19])([C:4]([CH3:7])([CH3:6])[CH3:5])([CH3:3])[CH3:2].N. (3) The reactants are: [F:1][C:2]1[CH:7]=[CH:6][C:5]([CH:8]([C:24]2[CH:29]=[CH:28][C:27]([F:30])=[CH:26][CH:25]=2)[N:9]2[CH2:14][CH2:13][N:12]([CH2:15]/[CH:16]=[CH:17]\[CH2:18][O:19][CH2:20][C:21]([OH:23])=[O:22])[CH2:11][CH2:10]2)=[CH:4][CH:3]=1.[ClH:31].[CH:32](O)([CH3:34])[CH3:33]. Given the product [ClH:31].[ClH:31].[CH:32]([O:22][C:21](=[O:23])[CH2:20][O:19][CH2:18]/[CH:17]=[CH:16]\[CH2:15][N:12]1[CH2:13][CH2:14][N:9]([CH:8]([C:24]2[CH:25]=[CH:26][C:27]([F:30])=[CH:28][CH:29]=2)[C:5]2[CH:6]=[CH:7][C:2]([F:1])=[CH:3][CH:4]=2)[CH2:10][CH2:11]1)([CH3:34])[CH3:33], predict the reactants needed to synthesize it. (4) Given the product [CH2:40]([O:24][C:23](=[O:25])[C@@H:22]([NH:21][C:19]([C:15]1[C:16]([CH3:18])=[N:17][C:12]([NH:11][CH2:10][CH2:9][CH2:8][C:4]2[CH:5]=[CH:6][CH:7]=[C:2]([OH:1])[CH:3]=2)=[N:13][C:14]=1[CH3:35])=[O:20])[CH2:26][NH:27][C:28]([C:30]1[S:31][CH:32]=[CH:33][CH:34]=1)=[O:29])[CH2:41][CH3:42], predict the reactants needed to synthesize it. The reactants are: [OH:1][C:2]1[CH:3]=[C:4]([CH2:8][CH2:9][CH2:10][NH:11][C:12]2[N:17]=[C:16]([CH3:18])[C:15]([C:19]([NH:21][C@@H:22]([CH2:26][NH:27][C:28]([C:30]3[S:31][CH:32]=[CH:33][CH:34]=3)=[O:29])[C:23]([OH:25])=[O:24])=[O:20])=[C:14]([CH3:35])[N:13]=2)[CH:5]=[CH:6][CH:7]=1.S(Cl)(Cl)=O.[CH2:40](O)[CH2:41][CH3:42]. (5) Given the product [CH3:1][O:2][C:3]1[C:4](=[O:23])[C:5]([C:19]([OH:21])=[O:20])=[N:6][N:7]([C:9]2[CH:10]=[CH:11][CH:12]=[C:13]3[C:18]=2[N:17]=[CH:16][CH:15]=[CH:14]3)[CH:8]=1, predict the reactants needed to synthesize it. The reactants are: [CH3:1][O:2][C:3]1[C:4](=[O:23])[C:5]([C:19]([O:21]C)=[O:20])=[N:6][N:7]([C:9]2[CH:10]=[CH:11][CH:12]=[C:13]3[C:18]=2[N:17]=[CH:16][CH:15]=[CH:14]3)[CH:8]=1.[OH-].[Na+].C1COCC1.Cl. (6) Given the product [N:1]1([C:2]2[CH:3]=[C:4]([CH2:21][C:20]([O:19][CH3:12])=[O:31])[CH:5]=[CH:6][CH:7]=2)[CH:26]=[N:24][N:23]=[N:22]1, predict the reactants needed to synthesize it. The reactants are: [NH2:1][C:2]1[CH:3]=[C:4](CC([O-])=O)[CH:5]=[CH:6][CH:7]=1.[CH:12]([O:19][CH2:20][CH3:21])(OCC)OCC.[N-:22]=[N+:23]=[N-:24].[Na+].[C:26](=O)(O)[O-].[Na+].[OH2:31].